Dataset: Reaction yield outcomes from USPTO patents with 853,638 reactions. Task: Predict the reaction yield, written as a fraction of the theoretical maximum amount of product (1.0 means a 100% yield; for example, 0.34 means a 34% yield). (1) The reactants are Cl[S:2]([N:5]=[C:6]=[O:7])(=[O:4])=[O:3].[CH2:8]([OH:15])[C:9]1[CH:14]=[CH:13][CH:12]=[CH:11][CH:10]=1.[NH2:16][C:17]1[CH:47]=[CH:46][C:20]2[NH:21][C:22]([C:27]3[C:28](=[O:45])[C:29]([CH2:42][CH2:43][CH3:44])([CH2:39][CH2:40][CH3:41])[C:30]4[C:35]([C:36]=3[OH:37])=[CH:34][C:33]([F:38])=[CH:32][CH:31]=4)=[N:23][S:24](=[O:26])(=[O:25])[C:19]=2[CH:18]=1.C(N(CC)CC)C. The catalyst is ClCCl. The product is [F:38][C:33]1[CH:34]=[C:35]2[C:30]([C:29]([CH2:39][CH2:40][CH3:41])([CH2:42][CH2:43][CH3:44])[C:28](=[O:45])[C:27]([C:22]3[NH:21][C:20]4[CH:46]=[CH:47][C:17]([NH:16][S:2]([NH:5][C:6](=[O:7])[O:15][CH2:8][C:9]5[CH:14]=[CH:13][CH:12]=[CH:11][CH:10]=5)(=[O:4])=[O:3])=[CH:18][C:19]=4[S:24](=[O:25])(=[O:26])[N:23]=3)=[C:36]2[OH:37])=[CH:31][CH:32]=1. The yield is 0.310. (2) The catalyst is CO.[Pd].[O-]S([O-])(=O)=O.[Ba+2]. The reactants are OC(C(F)(F)F)=O.[OH:8][NH:9][C:10]([C@H:12]1[CH2:17][C@H:16]([O:18][C:19]2[CH:24]=[CH:23][N:22]=[CH:21][CH:20]=2)[CH2:15][N:14]([CH3:25])[C@@H:13]1[C:26]([N:28]1[CH2:33][CH:32]=[C:31]([C:34]2[CH:39]=[CH:38][CH:37]=[CH:36][CH:35]=2)[CH2:30][CH2:29]1)=[O:27])=[O:11].[H][H]. The product is [OH:8][NH:9][C:10]([C@H:12]1[CH2:17][C@H:16]([O:18][C:19]2[CH:20]=[CH:21][N:22]=[CH:23][CH:24]=2)[CH2:15][N:14]([CH3:25])[C@@H:13]1[C:26]([N:28]1[CH2:33][CH2:32][CH:31]([C:34]2[CH:35]=[CH:36][CH:37]=[CH:38][CH:39]=2)[CH2:30][CH2:29]1)=[O:27])=[O:11]. The yield is 1.00. (3) The reactants are [CH3:1][S:2][C:3]1[N:4]=[C:5]([C:9]2[CH:10]=[N:11][CH:12]=[CH:13][CH:14]=2)[S:6][C:7]=1[NH2:8].CN(C1C=CC=CN=1)C.[CH3:24][S:25][CH2:26][CH2:27][C:28](Cl)=[O:29]. The catalyst is C(Cl)Cl.O. The product is [CH3:24][S:25][CH2:26][CH2:27][C:28]([NH:8][C:7]1[S:6][C:5]([C:9]2[CH:10]=[N:11][CH:12]=[CH:13][CH:14]=2)=[N:4][C:3]=1[S:2][CH3:1])=[O:29]. The yield is 0.220. (4) The reactants are [N:1]1([C:7]2[CH:14]=[CH:13][C:10]([CH:11]=O)=[CH:9][CH:8]=2)[CH2:6][CH2:5][O:4][CH2:3][CH2:2]1.[OH-:15].[K+].[CH:17](Br)(Br)Br.[OH-:21].[K+].[CH3:23][OH:24]. The catalyst is CO.O1CCOCC1. The product is [CH3:17][O:15][CH:11]([C:10]1[CH:13]=[CH:14][C:7]([N:1]2[CH2:6][CH2:5][O:4][CH2:3][CH2:2]2)=[CH:8][CH:9]=1)[C:23]([OH:24])=[O:21]. The yield is 0.580. (5) The reactants are [Cl:1][C:2]1[CH:3]=[C:4]2[C:9](=[CH:10][C:11]=1[Cl:12])[CH:8]=[N:7][C:6]([N:13]=[C:14]=S)=[CH:5]2.C(=O)([O-])[O-].[Cs+].[Cs+].Cl.Cl.[NH2:24][CH2:25][C@@:26]1([OH:34])[CH:31]2[CH2:32][CH2:33][N:28]([CH2:29][CH2:30]2)[CH2:27]1.C(N=C=NC(C)C)(C)C. The catalyst is CN(C=O)C. The product is [Cl:1][C:2]1[CH:3]=[C:4]2[C:9](=[CH:10][C:11]=1[Cl:12])[CH:8]=[N:7][C:6]([NH:13][C:14]1[O:34][C@:26]3([CH2:25][N:24]=1)[CH:31]1[CH2:32][CH2:33][N:28]([CH2:29][CH2:30]1)[CH2:27]3)=[CH:5]2. The yield is 0.612. (6) The reactants are B1([CH2:10][C:11]2[CH:16]=[CH:15][CH:14]=[CH:13][CH:12]=2)C2CCCC1CCC2.Br[C:18]1[C:23]2[O:24][CH:25]3[CH2:30][CH2:29][N:28]([C:31]([O:33][C:34]([CH3:37])([CH3:36])[CH3:35])=[O:32])[CH2:27][CH:26]3[C:22]=2[CH:21]=[C:20]([C:38]2[CH:43]=[CH:42][C:41]([Cl:44])=[CH:40][C:39]=2[Cl:45])[CH:19]=1.C([O-])([O-])=O.[K+].[K+]. The catalyst is O. The product is [CH2:10]([C:18]1[C:23]2[O:24][CH:25]3[CH2:30][CH2:29][N:28]([C:31]([O:33][C:34]([CH3:36])([CH3:37])[CH3:35])=[O:32])[CH2:27][CH:26]3[C:22]=2[CH:21]=[C:20]([C:38]2[CH:43]=[CH:42][C:41]([Cl:44])=[CH:40][C:39]=2[Cl:45])[CH:19]=1)[C:11]1[CH:16]=[CH:15][CH:14]=[CH:13][CH:12]=1. The yield is 0.770.